This data is from Full USPTO retrosynthesis dataset with 1.9M reactions from patents (1976-2016). The task is: Predict the reactants needed to synthesize the given product. Given the product [CH2:1]([O:3][C:4](=[O:28])[CH:5]=[CH:6][C:7]1[CH:8]=[CH:9][C:10]([CH2:13][S:38](=[O:40])(=[O:39])[NH:41][C:42]2[CH:43]=[N:44][CH:45]=[CH:46][CH:47]=2)=[CH:11][CH:12]=1)[CH3:2], predict the reactants needed to synthesize it. The reactants are: [CH2:1]([O:3][C:4](=[O:28])[CH:5]=[CH:6][C:7]1[CH:12]=[CH:11][C:10]([CH2:13]NC(=O)C2C=CC(N3CCCC3)=CC=2)=[CH:9][CH:8]=1)[CH3:2].OCC1C=CC(C[S:38]([NH:41][C:42]2[CH:43]=[N:44][CH:45]=[CH:46][CH:47]=2)(=[O:40])=[O:39])=CC=1.